From a dataset of NCI-60 drug combinations with 297,098 pairs across 59 cell lines. Regression. Given two drug SMILES strings and cell line genomic features, predict the synergy score measuring deviation from expected non-interaction effect. (1) Drug 1: CC(CN1CC(=O)NC(=O)C1)N2CC(=O)NC(=O)C2. Drug 2: C1CN1P(=S)(N2CC2)N3CC3. Cell line: MOLT-4. Synergy scores: CSS=79.7, Synergy_ZIP=0.861, Synergy_Bliss=0.680, Synergy_Loewe=1.13, Synergy_HSA=4.79. (2) Drug 2: CC(C)NC(=O)C1=CC=C(C=C1)CNNC.Cl. Cell line: DU-145. Drug 1: C1CCC(C1)C(CC#N)N2C=C(C=N2)C3=C4C=CNC4=NC=N3. Synergy scores: CSS=3.75, Synergy_ZIP=-0.963, Synergy_Bliss=2.90, Synergy_Loewe=-5.71, Synergy_HSA=1.28. (3) Synergy scores: CSS=18.7, Synergy_ZIP=1.42, Synergy_Bliss=3.70, Synergy_Loewe=-7.65, Synergy_HSA=2.44. Drug 2: CCC1(CC2CC(C3=C(CCN(C2)C1)C4=CC=CC=C4N3)(C5=C(C=C6C(=C5)C78CCN9C7C(C=CC9)(C(C(C8N6C=O)(C(=O)OC)O)OC(=O)C)CC)OC)C(=O)OC)O.OS(=O)(=O)O. Cell line: OVCAR-4. Drug 1: CC(C1=C(C=CC(=C1Cl)F)Cl)OC2=C(N=CC(=C2)C3=CN(N=C3)C4CCNCC4)N. (4) Drug 1: CC(CN1CC(=O)NC(=O)C1)N2CC(=O)NC(=O)C2. Drug 2: C1=NC2=C(N1)C(=S)N=C(N2)N. Cell line: SK-MEL-28. Synergy scores: CSS=16.2, Synergy_ZIP=-6.37, Synergy_Bliss=0.436, Synergy_Loewe=1.24, Synergy_HSA=3.12. (5) Drug 1: C(CC(=O)O)C(=O)CN.Cl. Drug 2: C1CN(CCN1C(=O)CCBr)C(=O)CCBr. Cell line: SK-OV-3. Synergy scores: CSS=3.32, Synergy_ZIP=-5.19, Synergy_Bliss=1.88, Synergy_Loewe=-3.00, Synergy_HSA=-0.427.